The task is: Predict the reactants needed to synthesize the given product.. This data is from Full USPTO retrosynthesis dataset with 1.9M reactions from patents (1976-2016). (1) Given the product [CH3:1][CH:2]1[CH2:7][CH:6]([CH3:8])[CH2:5][N:4]([C:20](=[O:21])[C:19]2[CH:23]=[CH:24][CH:25]=[C:17]([CH3:16])[CH:18]=2)[CH2:3]1, predict the reactants needed to synthesize it. The reactants are: [CH3:1][CH:2]1[CH2:7][CH:6]([CH3:8])[CH2:5][NH:4][CH2:3]1.C(N(CC)CC)C.[CH3:16][C:17]1[CH:18]=[C:19]([CH:23]=[CH:24][CH:25]=1)[C:20](Cl)=[O:21].O. (2) Given the product [C:14]([C:9]1[CH:10]=[CH:11][CH:12]=[CH:13][C:8]=1[N:7]([CH3:6])[C:3](=[O:4])[CH2:2][Br:1])(=[O:16])[CH3:15], predict the reactants needed to synthesize it. The reactants are: [Br:1][CH2:2][C:3](Br)=[O:4].[CH3:6][NH:7][C:8]1[CH:13]=[CH:12][CH:11]=[CH:10][C:9]=1[C:14](=[O:16])[CH3:15].[OH-].[Na+]. (3) Given the product [CH2:28]([N:12]1[C:13]2([CH2:15][CH2:16][N:17]([C:20]([O:22][C:23]([CH3:24])([CH3:26])[CH3:25])=[O:21])[CH2:18][CH2:19]2)[NH:14][CH:10]([CH2:3][C:4]2[CH:9]=[CH:8][CH:7]=[CH:6][CH:5]=2)[C:11]1=[O:27])[C:29]1[CH:34]=[CH:33][CH:32]=[CH:31][CH:30]=1, predict the reactants needed to synthesize it. The reactants are: [H-].[Na+].[CH2:3]([CH:10]1[NH:14][C:13]2([CH2:19][CH2:18][N:17]([C:20]([O:22][C:23]([CH3:26])([CH3:25])[CH3:24])=[O:21])[CH2:16][CH2:15]2)[NH:12][C:11]1=[O:27])[C:4]1[CH:9]=[CH:8][CH:7]=[CH:6][CH:5]=1.[CH2:28](Cl)[C:29]1[CH:34]=[CH:33][CH:32]=[CH:31][CH:30]=1.[NH4+].[Cl-]. (4) Given the product [O:1]1[CH:5]=[CH:4][CH:3]=[C:2]1[C:6]1[N:10]([C:11]2[CH:12]=[C:13]([CH2:16][NH:17][C:25](=[O:26])[C@@H:23]([NH:22][C:35](=[O:36])[O:37][C:38]([CH3:40])([CH3:39])[CH3:41])[CH3:24])[S:14][CH:15]=2)[N:9]=[C:8]([C:18]([F:20])([F:21])[F:19])[CH:7]=1, predict the reactants needed to synthesize it. The reactants are: [O:1]1[CH:5]=[CH:4][CH:3]=[C:2]1[C:6]1[N:10]([C:11]2[CH:12]=[C:13]([C:16]#[N:17])[S:14][CH:15]=2)[N:9]=[C:8]([C:18]([F:21])([F:20])[F:19])[CH:7]=1.[NH:22]([C:35]([O:37][C:38]([CH3:41])([CH3:40])[CH3:39])=[O:36])[C@H:23]([C:25](ON1C(=O)CCC1=O)=[O:26])[CH3:24].C(N(CC)CC)C. (5) Given the product [CH3:1][O:2][C:3](=[O:16])[CH:4]=[CH:5][C:6]1[CH:11]=[CH:10][CH:9]=[C:8]([S:12](=[O:14])(=[O:13])[NH:28][CH2:27][C:17]2[C:26]3[C:21](=[CH:22][CH:23]=[CH:24][CH:25]=3)[CH:20]=[CH:19][CH:18]=2)[CH:7]=1, predict the reactants needed to synthesize it. The reactants are: [CH3:1][O:2][C:3](=[O:16])[CH:4]=[CH:5][C:6]1[CH:11]=[CH:10][CH:9]=[C:8]([S:12](Cl)(=[O:14])=[O:13])[CH:7]=1.[C:17]1([CH2:27][NH2:28])[C:26]2[C:21](=[CH:22][CH:23]=[CH:24][CH:25]=2)[CH:20]=[CH:19][CH:18]=1.C([O-])(O)=O.[Na+]. (6) Given the product [Cl:1][C:2]1[CH:3]=[CH:4][C:5]([O:6][CH2:7][C:8]2[N:12]([CH2:13][CH2:14][CH2:15][CH:16]3[CH2:21][CH2:20][CH2:19][NH:18][CH2:17]3)[C:11]3[CH:29]=[CH:30][CH:31]=[C:32]([O:33][CH2:34][CH2:35][CH2:36][CH:37]4[CH2:42][CH2:41][CH2:40][NH:39][CH2:38]4)[C:10]=3[N:9]=2)=[CH:50][CH:51]=1, predict the reactants needed to synthesize it. The reactants are: [Cl:1][C:2]1[CH:51]=[CH:50][C:5]([O:6][CH2:7][C:8]2[N:12]([CH2:13][CH2:14][CH2:15][CH:16]3[CH2:21][CH2:20][CH2:19][N:18](C(OC(C)(C)C)=O)[CH2:17]3)[C:11]3[CH:29]=[CH:30][CH:31]=[C:32]([O:33][CH2:34][CH2:35][CH2:36][CH:37]4[CH2:42][CH2:41][CH2:40][N:39](C(OC(C)(C)C)=O)[CH2:38]4)[C:10]=3[N:9]=2)=[CH:4][CH:3]=1.FC(F)(F)C(O)=O. (7) Given the product [CH2:1]([NH:5][C:6]1[N:14]=[C:13]2[C:9]([N:10]=[C:11]([O:23][CH3:24])[N:12]2[CH2:15][CH2:16][CH2:17][CH2:18][CH:22]2[CH2:27][CH2:19][O:20][CH2:21]2)=[C:8]([NH2:25])[N:7]=1)[CH2:2][CH2:3][CH3:4], predict the reactants needed to synthesize it. The reactants are: [CH2:1]([NH:5][C:6]1[N:14]=[C:13]2[C:9]([N:10]=[C:11]([O:23][CH3:24])[N:12]2[CH2:15][CH2:16][CH2:17][CH:18]2[CH2:22][CH2:21][O:20][CH2:19]2)=[C:8]([NH2:25])[N:7]=1)[CH2:2][CH2:3][CH3:4].F[C:27](F)(F)C(O)=O.C(NC1NC2C(N=C(OC)N=2)=C(N)N=1)CCC.BrCCCCC1CCOC1.